This data is from NCI-60 drug combinations with 297,098 pairs across 59 cell lines. The task is: Regression. Given two drug SMILES strings and cell line genomic features, predict the synergy score measuring deviation from expected non-interaction effect. (1) Drug 1: CC1C(C(CC(O1)OC2CC(CC3=C2C(=C4C(=C3O)C(=O)C5=C(C4=O)C(=CC=C5)OC)O)(C(=O)C)O)N)O.Cl. Drug 2: CC12CCC3C(C1CCC2OP(=O)(O)O)CCC4=C3C=CC(=C4)OC(=O)N(CCCl)CCCl.[Na+]. Cell line: RPMI-8226. Synergy scores: CSS=25.3, Synergy_ZIP=-1.96, Synergy_Bliss=0.227, Synergy_Loewe=-32.4, Synergy_HSA=0.203. (2) Drug 1: CN1CCC(CC1)COC2=C(C=C3C(=C2)N=CN=C3NC4=C(C=C(C=C4)Br)F)OC. Drug 2: CCN(CC)CCNC(=O)C1=C(NC(=C1C)C=C2C3=C(C=CC(=C3)F)NC2=O)C. Cell line: BT-549. Synergy scores: CSS=-2.12, Synergy_ZIP=3.56, Synergy_Bliss=7.25, Synergy_Loewe=1.51, Synergy_HSA=2.65. (3) Synergy scores: CSS=10.3, Synergy_ZIP=-2.58, Synergy_Bliss=2.37, Synergy_Loewe=0.884, Synergy_HSA=0.995. Drug 1: CC1CCC2CC(C(=CC=CC=CC(CC(C(=O)C(C(C(=CC(C(=O)CC(OC(=O)C3CCCCN3C(=O)C(=O)C1(O2)O)C(C)CC4CCC(C(C4)OC)O)C)C)O)OC)C)C)C)OC. Cell line: SF-295. Drug 2: CC1=C2C(C(=O)C3(C(CC4C(C3C(C(C2(C)C)(CC1OC(=O)C(C(C5=CC=CC=C5)NC(=O)OC(C)(C)C)O)O)OC(=O)C6=CC=CC=C6)(CO4)OC(=O)C)O)C)O. (4) Drug 1: CN1CCC(CC1)COC2=C(C=C3C(=C2)N=CN=C3NC4=C(C=C(C=C4)Br)F)OC. Drug 2: CC1C(C(CC(O1)OC2CC(CC3=C2C(=C4C(=C3O)C(=O)C5=CC=CC=C5C4=O)O)(C(=O)C)O)N)O. Cell line: NCI-H460. Synergy scores: CSS=40.7, Synergy_ZIP=0.713, Synergy_Bliss=-1.12, Synergy_Loewe=-18.5, Synergy_HSA=0.0357. (5) Drug 2: C(CN)CNCCSP(=O)(O)O. Cell line: 786-0. Drug 1: C1CN(CCN1C(=O)CCBr)C(=O)CCBr. Synergy scores: CSS=18.6, Synergy_ZIP=-5.98, Synergy_Bliss=2.72, Synergy_Loewe=-9.03, Synergy_HSA=1.62. (6) Drug 1: C1=CC(=CC=C1C#N)C(C2=CC=C(C=C2)C#N)N3C=NC=N3. Drug 2: CC12CCC3C(C1CCC2O)C(CC4=C3C=CC(=C4)O)CCCCCCCCCS(=O)CCCC(C(F)(F)F)(F)F. Cell line: TK-10. Synergy scores: CSS=-6.08, Synergy_ZIP=2.51, Synergy_Bliss=-0.0481, Synergy_Loewe=-4.48, Synergy_HSA=-5.41. (7) Drug 1: C1=CN(C=N1)CC(O)(P(=O)(O)O)P(=O)(O)O. Drug 2: C1CN(CCN1C(=O)CCBr)C(=O)CCBr. Cell line: HCT-15. Synergy scores: CSS=12.2, Synergy_ZIP=-0.191, Synergy_Bliss=4.76, Synergy_Loewe=2.28, Synergy_HSA=2.23.